Dataset: Forward reaction prediction with 1.9M reactions from USPTO patents (1976-2016). Task: Predict the product of the given reaction. (1) Given the reactants [CH2:1]([NH:3][C:4]([C:6]1[C:7]2[CH2:18]CC[CH2:15][C:8]=2[S:9][C:10]=1[Si:11]([CH3:14])([CH3:13])[CH3:12])=[O:5])[CH3:2], predict the reaction product. The product is: [CH3:18][C:7]1[C:6]([C:4]([NH:3][CH2:1][CH3:2])=[O:5])=[C:10]([Si:11]([CH3:13])([CH3:12])[CH3:14])[S:9][C:8]=1[CH3:15]. (2) Given the reactants [OH-].[Na+].[F:3][CH2:4][C@@:5]1([C:55]([O:57]CC2C=CC=CC=2)=[O:56])[CH2:10][CH2:9][C:8]([C:11]2[C:12]([CH3:54])([CH3:53])[C@H:13]3[C@:26]([CH3:29])([CH2:27][CH:28]=2)[C@@H:25]2[C@:16]([CH3:52])([C@@:17]4([CH3:51])[C@H:22]([CH2:23][CH2:24]2)[C@H:21]2[C@H:30]([C:33]([CH3:35])=[CH2:34])[CH2:31][CH2:32][C@:20]2([NH:36][CH2:37][CH2:38][C:39]2([OH:50])[CH2:44][CH2:43][CH:42]([O:45][S:46]([CH3:49])(=[O:48])=[O:47])[CH2:41][CH2:40]2)[CH2:19][CH2:18]4)[CH2:15][CH2:14]3)=[CH:7][CH2:6]1, predict the reaction product. The product is: [F:3][CH2:4][C@@:5]1([C:55]([OH:57])=[O:56])[CH2:10][CH2:9][C:8]([C:11]2[C:12]([CH3:54])([CH3:53])[C@H:13]3[C@:26]([CH3:29])([CH2:27][CH:28]=2)[C@@H:25]2[C@:16]([CH3:52])([C@@:17]4([CH3:51])[C@H:22]([CH2:23][CH2:24]2)[C@H:21]2[C@H:30]([C:33]([CH3:35])=[CH2:34])[CH2:31][CH2:32][C@:20]2([NH:36][CH2:37][CH2:38][C:39]2([OH:50])[CH2:44][CH2:43][CH:42]([O:45][S:46]([CH3:49])(=[O:48])=[O:47])[CH2:41][CH2:40]2)[CH2:19][CH2:18]4)[CH2:15][CH2:14]3)=[CH:7][CH2:6]1.